The task is: Predict the product of the given reaction.. This data is from Forward reaction prediction with 1.9M reactions from USPTO patents (1976-2016). Given the reactants [O:1]1[CH:5]=[CH:4][CH:3]=[C:2]1[C:6]1[O:7][C:8]([CH3:36])=[C:9]([CH2:11][O:12][C:13]2[CH:33]=[CH:32][C:16]([CH2:17][O:18][C:19]3[CH:23]=[C:22]([CH:24]=O)[N:21]([C:26]4[CH:31]=[CH:30][CH:29]=[CH:28][CH:27]=4)[N:20]=3)=[CH:15][C:14]=2[O:34][CH3:35])[N:10]=1.[CH2:37]([P:46](=[O:53])([O:50][CH2:51][CH3:52])[O:47][CH2:48][CH3:49])P(=O)(OCC)OCC.CN(C)C=O.[H-].[Na+], predict the reaction product. The product is: [O:1]1[CH:5]=[CH:4][CH:3]=[C:2]1[C:6]1[O:7][C:8]([CH3:36])=[C:9]([CH2:11][O:12][C:13]2[CH:33]=[CH:32][C:16]([CH2:17][O:18][C:19]3[CH:23]=[C:22](/[CH:24]=[CH:37]/[P:46](=[O:53])([O:47][CH2:48][CH3:49])[O:50][CH2:51][CH3:52])[N:21]([C:26]4[CH:27]=[CH:28][CH:29]=[CH:30][CH:31]=4)[N:20]=3)=[CH:15][C:14]=2[O:34][CH3:35])[N:10]=1.